Dataset: Reaction yield outcomes from USPTO patents with 853,638 reactions. Task: Predict the reaction yield, written as a fraction of the theoretical maximum amount of product (1.0 means a 100% yield; for example, 0.34 means a 34% yield). (1) The reactants are [N:1]1([C:7]2[N:11]3[CH:12]=[C:13]([O:16][C@@H:17]4[C:26]5[C:21](=[CH:22][CH:23]=[CH:24][CH:25]=5)[C@@H:20]([NH2:27])[CH2:19][CH2:18]4)[CH:14]=[CH:15][C:10]3=[N:9][N:8]=2)[CH2:6][CH2:5][CH2:4][CH2:3][CH2:2]1.ClC(Cl)(Cl)C[O:31][C:32](=O)[NH:33][C:34]1[N:35]([C:43]2[CH:48]=[CH:47][C:46]([CH3:49])=[CH:45][CH:44]=2)[N:36]=[C:37]([C:39]([CH3:42])([CH3:41])[CH3:40])[CH:38]=1.CCN(C(C)C)C(C)C. The catalyst is O1CCOCC1. The product is [C:39]([C:37]1[CH:38]=[C:34]([NH:33][C:32]([NH:27][C@@H:20]2[C:21]3[C:26](=[CH:25][CH:24]=[CH:23][CH:22]=3)[C@@H:17]([O:16][C:13]3[CH:14]=[CH:15][C:10]4[N:11]([C:7]([N:1]5[CH2:2][CH2:3][CH2:4][CH2:5][CH2:6]5)=[N:8][N:9]=4)[CH:12]=3)[CH2:18][CH2:19]2)=[O:31])[N:35]([C:43]2[CH:48]=[CH:47][C:46]([CH3:49])=[CH:45][CH:44]=2)[N:36]=1)([CH3:42])([CH3:40])[CH3:41]. The yield is 0.200. (2) The reactants are [F:1][C:2]1[CH:3]=[C:4]([S:11](Cl)(=[O:13])=[O:12])[CH:5]=[CH:6][C:7]=1[N+:8]([O-:10])=[O:9].[OH-].[NH4+:16]. The catalyst is C(#N)C. The product is [F:1][C:2]1[CH:3]=[C:4]([S:11]([NH2:16])(=[O:13])=[O:12])[CH:5]=[CH:6][C:7]=1[N+:8]([O-:10])=[O:9]. The yield is 0.990. (3) The yield is 0.140. The catalyst is CN(C)C=O.[Cu]I. The reactants are Br[C:2]1[CH:32]=[CH:31][C:5]2[N:6]=[C:7]([NH:9][C:10]3[CH:15]=[C:14]([CH2:16][N:17]4[CH2:22][CH2:21][CH2:20][CH2:19][CH2:18]4)[N:13]=[C:12]([NH:23][C@H:24]4[CH2:29][CH2:28][C@H:27]([OH:30])[CH2:26][CH2:25]4)[N:11]=3)[S:8][C:4]=2[CH:3]=1.[NH:33]1[CH2:37][CH2:36][CH2:35][C:34]1=[O:38].C(=O)([O-])[O-].[Cs+].[Cs+].CNCCNC. The product is [OH:30][C@H:27]1[CH2:28][CH2:29][C@H:24]([NH:23][C:12]2[N:11]=[C:10]([NH:9][C:7]3[S:8][C:4]4[CH:3]=[C:2]([N:33]5[CH2:37][CH2:36][CH2:35][C:34]5=[O:38])[CH:32]=[CH:31][C:5]=4[N:6]=3)[CH:15]=[C:14]([CH2:16][N:17]3[CH2:22][CH2:21][CH2:20][CH2:19][CH2:18]3)[N:13]=2)[CH2:25][CH2:26]1. (4) The reactants are C(=O)([O-])[O-].[Cs+].[Cs+].[NH2:7][C:8]1[N:13]=[CH:12][C:11]([C:14]([N:16]2[C@@H:21]([CH3:22])[CH2:20][O:19][CH2:18][C@@H:17]2[CH3:23])=[O:15])=[CH:10][CH:9]=1.Br[C:25]1[C:26](=[O:33])[N:27]([CH3:32])[N:28]=[C:29]([Cl:31])[CH:30]=1.CC1(C)C2C(=C(P(C3C=CC=CC=3)C3C=CC=CC=3)C=CC=2)OC2C(P(C3C=CC=CC=3)C3C=CC=CC=3)=CC=CC1=2. The catalyst is C1C=CC(/C=C/C(/C=C/C2C=CC=CC=2)=O)=CC=1.C1C=CC(/C=C/C(/C=C/C2C=CC=CC=2)=O)=CC=1.C1C=CC(/C=C/C(/C=C/C2C=CC=CC=2)=O)=CC=1.[Pd].[Pd].O1CCOCC1. The product is [Cl:31][C:29]1[CH:30]=[C:25]([NH:7][C:8]2[CH:9]=[CH:10][C:11]([C:14]([N:16]3[C@@H:21]([CH3:22])[CH2:20][O:19][CH2:18][C@@H:17]3[CH3:23])=[O:15])=[CH:12][N:13]=2)[C:26](=[O:33])[N:27]([CH3:32])[N:28]=1. The yield is 0.310. (5) The reactants are [CH3:1][O:2][C:3]1[CH:4]=[CH:5][C:6]2[NH:11]C(=O)[O:9][C:8](=O)[C:7]=2[CH:14]=1.[OH-].[NH4+:16]. The catalyst is C(OCC)(=O)C. The product is [NH2:11][C:6]1[CH:5]=[CH:4][C:3]([O:2][CH3:1])=[CH:14][C:7]=1[C:8]([NH2:16])=[O:9]. The yield is 0.530.